This data is from Full USPTO retrosynthesis dataset with 1.9M reactions from patents (1976-2016). The task is: Predict the reactants needed to synthesize the given product. (1) Given the product [CH3:1][C:2]1[NH:7][C:11]2[CH2:12][CH2:13][CH2:14][C:9](=[O:16])[C:10]=2[C:3]=1[CH2:4][CH3:5], predict the reactants needed to synthesize it. The reactants are: [CH3:1][C:2](=[N:7]O)[C:3](=O)[CH2:4][CH3:5].[C:9]1(=[O:16])[CH2:14][CH2:13][CH2:12][C:11](=O)[CH2:10]1. (2) Given the product [CH3:18][O:17][C:10]1[C:9]2[N:8]=[C:7]([NH2:19])[N:6]3[N:5]=[C:4]([CH2:3][CH2:2][N:30]4[CH2:29][CH2:28][CH2:33][CH2:32][CH2:31]4)[N:16]=[C:15]3[C:14]=2[CH:13]=[CH:12][CH:11]=1, predict the reactants needed to synthesize it. The reactants are: Cl[CH2:2][CH2:3][C:4]1[N:16]=[C:15]2[N:6]([C:7]([NH2:19])=[N:8][C:9]3[C:10]([O:17][CH3:18])=[CH:11][CH:12]=[CH:13][C:14]=32)[N:5]=1.FC1C=NC(N2[CH2:32][CH2:31][NH:30][CH2:29][CH2:28]2)=NC=1.[CH3:33]CN(C(C)C)C(C)C. (3) Given the product [C:3]([C:5]1[CH:6]=[CH:7][C:8]([C:11]2[C:12]([CH3:55])([CH3:54])[C@H:13]3[C@:26]([CH3:29])([CH2:27][CH:28]=2)[C@@H:25]2[C@:16]([CH3:53])([C@@:17]4([CH3:52])[C@H:22]([CH2:23][CH2:24]2)[C@H:21]2[C@H:30]([C:33]([CH3:35])=[CH2:34])[CH2:31][CH2:32][C@:20]2([C:36]([NH:38][CH2:39][CH2:40][N:41]([CH2:47][C:48]([OH:50])=[O:49])[CH2:42][C:43]([OH:45])=[O:44])=[O:37])[CH2:19][CH2:18]4)[CH2:15][CH2:14]3)=[CH:9][CH:10]=1)([OH:4])=[O:2], predict the reactants needed to synthesize it. The reactants are: C[O:2][C:3]([C:5]1[CH:10]=[CH:9][C:8]([C:11]2[C:12]([CH3:55])([CH3:54])[C@H:13]3[C@:26]([CH3:29])([CH2:27][CH:28]=2)[C@@H:25]2[C@:16]([CH3:53])([C@@:17]4([CH3:52])[C@H:22]([CH2:23][CH2:24]2)[C@H:21]2[C@H:30]([C:33]([CH3:35])=[CH2:34])[CH2:31][CH2:32][C@:20]2([C:36]([NH:38][CH2:39][CH2:40][N:41]([CH2:47][C:48]([O:50]C)=[O:49])[CH2:42][C:43]([O:45]C)=[O:44])=[O:37])[CH2:19][CH2:18]4)[CH2:15][CH2:14]3)=[CH:7][CH:6]=1)=[O:4].[OH-].[Na+]. (4) The reactants are: P([O-])([O-])([O-])=O.O=C[C@@H]([C@H]([C@@H]([C@@H](CO)O)O)O)O.C1N=C(N)C2N=CN([C@@H]3O[C@H](COP(OP(OC[C@H]4O[C@@H](N5C=C(C(N)=O)CC=C5)[C@H](O)[C@@H]4O)(O)=O)(O)=O)[C@@H](O)[C@H]3O)C=2N=1.[C:62]([NH:70][CH2:71][CH:72]([C:78](=[O:80])[CH3:79])[C:73]([O:75][CH2:76][CH3:77])=[O:74])(=[O:69])[C:63]1[CH:68]=[CH:67][CH:66]=[CH:65][CH:64]=1. Given the product [C:62]([NH:70][CH2:71][C@@H:72]([C@H:78]([OH:80])[CH3:79])[C:73]([O:75][CH2:76][CH3:77])=[O:74])(=[O:69])[C:63]1[CH:64]=[CH:65][CH:66]=[CH:67][CH:68]=1, predict the reactants needed to synthesize it. (5) Given the product [CH:1]1([CH:7]([C:18]2[CH:22]=[C:21]([C:23]3[CH:24]=[CH:25][C:26]([C:29]([F:30])([F:31])[F:32])=[CH:27][CH:28]=3)[O:20][C:19]=2[CH2:33][O:34][CH2:35][CH3:36])[O:8][C:9]2[CH:10]=[CH:11][C:12]([C:13]([N:38]([CH3:37])[CH2:39][CH2:40][C:41]([OH:43])=[O:42])=[O:14])=[CH:16][CH:17]=2)[CH2:6][CH2:5][CH2:4][CH2:3][CH2:2]1, predict the reactants needed to synthesize it. The reactants are: [CH:1]1([CH:7]([C:18]2[CH:22]=[C:21]([C:23]3[CH:28]=[CH:27][C:26]([C:29]([F:32])([F:31])[F:30])=[CH:25][CH:24]=3)[O:20][C:19]=2[CH2:33][O:34][CH2:35][CH3:36])[O:8][C:9]2[CH:17]=[CH:16][C:12]([C:13](O)=[O:14])=[CH:11][CH:10]=2)[CH2:6][CH2:5][CH2:4][CH2:3][CH2:2]1.[CH3:37][NH:38][CH2:39][CH2:40][C:41]([O:43]CC)=[O:42].Cl.C(N=C=NCCCN(C)C)C.O.OC1C2N=NNC=2C=CC=1.